Dataset: Forward reaction prediction with 1.9M reactions from USPTO patents (1976-2016). Task: Predict the product of the given reaction. (1) The product is: [C:16]([O:20][C:21]([N:23]1[C@H:28]([CH3:29])[CH2:27][N:26]([C:30]([O:32][CH2:33][C:34]2[CH:39]=[CH:38][CH:37]=[CH:36][CH:35]=2)=[O:31])[C@@H:25]([C:40]([OH:8])=[O:41])[CH2:24]1)=[O:22])([CH3:19])([CH3:17])[CH3:18]. Given the reactants I([O-])(=O)(=O)=O.[Na+].C(=O)(OC)[O:8]C.C(#N)C.[C:16]([O:20][C:21]([N:23]1[C@H:28]([CH3:29])[CH2:27][N:26]([C:30]([O:32][CH2:33][C:34]2[CH:39]=[CH:38][CH:37]=[CH:36][CH:35]=2)=[O:31])[C@@H:25]([CH2:40][OH:41])[CH2:24]1)=[O:22])([CH3:19])([CH3:18])[CH3:17].CC#N, predict the reaction product. (2) The product is: [F:1][C:2]1[CH:22]=[C:21]([C:29]#[C:28][Si:24]([CH3:27])([CH3:26])[CH3:25])[CH:20]=[CH:19][C:3]=1[NH:4][C:5]1[C:6]([C:12]([NH:14][CH2:15][CH2:16][CH2:17][OH:18])=[O:13])=[CH:7][NH:8][C:9](=[O:11])[CH:10]=1. Given the reactants [F:1][C:2]1[CH:22]=[C:21](I)[CH:20]=[CH:19][C:3]=1[NH:4][C:5]1[C:6]([C:12]([NH:14][CH2:15][CH2:16][CH2:17][OH:18])=[O:13])=[CH:7][NH:8][C:9](=[O:11])[CH:10]=1.[Si:24]([C:28]#[CH:29])([CH3:27])([CH3:26])[CH3:25], predict the reaction product. (3) Given the reactants [F:1][C:2]1[CH:27]=[CH:26][CH:25]=[C:24]([F:28])[C:3]=1[C:4]([NH:6][C:7]1[CH:11]=[CH:10][N:9]([CH2:12][C:13]2[CH:18]=[CH:17][C:16]([OH:19])=[CH:15][C:14]=2[C:20]([F:23])([F:22])[F:21])[N:8]=1)=[O:5].C(=O)([O-])[O-].[Cs+].[Cs+].Br[CH2:36][CH2:37][O:38][CH3:39], predict the reaction product. The product is: [F:28][C:24]1[CH:25]=[CH:26][CH:27]=[C:2]([F:1])[C:3]=1[C:4]([NH:6][C:7]1[CH:11]=[CH:10][N:9]([CH2:12][C:13]2[CH:18]=[CH:17][C:16]([O:19][CH2:36][CH2:37][O:38][CH3:39])=[CH:15][C:14]=2[C:20]([F:23])([F:21])[F:22])[N:8]=1)=[O:5]. (4) The product is: [O-:26][P:25]([O:28][P:29]([O-:32])([O-:31])=[O:30])(=[O:24])[O-:27].[CH3:1][C:2]1[N+:6]([CH2:7][C:8]2[C:13]([NH2:14])=[N:12][C:11]([CH3:15])=[N:10][CH:9]=2)=[CH:5][S:4][C:3]=1[CH2:16][CH2:17][O:18][P:19]([OH:22])([OH:21])=[O:20]. Given the reactants [CH3:1][C:2]1[N+:6]([CH2:7][C:8]2[CH:9]=[N:10][C:11]([CH3:15])=[N:12][C:13]=2[NH2:14])=[CH:5][S:4][C:3]=1[CH2:16][CH2:17][OH:18].[P:19]([O-])([O-:22])([O-:21])=[O:20].[OH:24][P:25]([O:28][P:29]([OH:32])([OH:31])=[O:30])(=[O:27])[OH:26].CC1N=C(N)C(CO)=CN=1.CC1N=CSC=1CCOP(O)(O)=O, predict the reaction product. (5) Given the reactants [CH3:1][O:2][C:3]1[CH:28]=[CH:27][C:6]([CH2:7][N:8]2[C:12]3=[N:13][CH:14]=[C:15](B4OC(C)(C)C(C)(C)O4)[CH:16]=[C:11]3[C:10]([CH3:26])=[N:9]2)=[CH:5][CH:4]=1.Br[C:30]1[CH:35]=[N:34][CH:33]=[C:32]([Cl:36])[N:31]=1.C(=O)([O-])[O-].[Na+].[Na+], predict the reaction product. The product is: [Cl:36][C:32]1[N:31]=[C:30]([C:15]2[CH:16]=[C:11]3[C:10]([CH3:26])=[N:9][N:8]([CH2:7][C:6]4[CH:5]=[CH:4][C:3]([O:2][CH3:1])=[CH:28][CH:27]=4)[C:12]3=[N:13][CH:14]=2)[CH:35]=[N:34][CH:33]=1. (6) Given the reactants Br[C:2]1[CH:7]=[CH:6][CH:5]=[C:4]([N+:8]([O-:10])=[O:9])[C:3]=1[NH:11][C:12](=[O:14])[CH3:13].C([Sn](CCCC)(CCCC)[C:20]1[CH:25]=[CH:24][CH:23]=[CH:22][N:21]=1)CCC.C(=O)(O)[O-].[Na+], predict the reaction product. The product is: [N+:8]([C:4]1[CH:5]=[CH:6][CH:7]=[C:2]([C:20]2[CH:25]=[CH:24][CH:23]=[CH:22][N:21]=2)[C:3]=1[NH:11][C:12](=[O:14])[CH3:13])([O-:10])=[O:9].